This data is from Peptide-MHC class I binding affinity with 185,985 pairs from IEDB/IMGT. The task is: Regression. Given a peptide amino acid sequence and an MHC pseudo amino acid sequence, predict their binding affinity value. This is MHC class I binding data. (1) The peptide sequence is WPRHRRLSI. The MHC is HLA-A11:01 with pseudo-sequence HLA-A11:01. The binding affinity (normalized) is 0.0847. (2) The peptide sequence is GSEVPGFCH. The MHC is HLA-B15:01 with pseudo-sequence HLA-B15:01. The binding affinity (normalized) is 0.0847. (3) The peptide sequence is IQKETLVTF. The MHC is HLA-A24:02 with pseudo-sequence HLA-A24:02. The binding affinity (normalized) is 0.320. (4) The peptide sequence is RLQQELDDLL. The MHC is HLA-A02:06 with pseudo-sequence HLA-A02:06. The binding affinity (normalized) is 0.358. (5) The peptide sequence is NWKAHVIPM. The MHC is H-2-Kd with pseudo-sequence H-2-Kd. The binding affinity (normalized) is 0. (6) The peptide sequence is GDYKLVEITPI. The MHC is Mamu-B01 with pseudo-sequence Mamu-B01. The binding affinity (normalized) is 0.258. (7) The peptide sequence is HDLPLLCTL. The MHC is HLA-B40:02 with pseudo-sequence HLA-B40:02. The binding affinity (normalized) is 0.802. (8) The peptide sequence is ELDEIGEDV. The MHC is HLA-A03:01 with pseudo-sequence HLA-A03:01. The binding affinity (normalized) is 0.0847. (9) The peptide sequence is EAYCALLCK. The MHC is HLA-A69:01 with pseudo-sequence HLA-A69:01. The binding affinity (normalized) is 0.0847. (10) The peptide sequence is KMFNRASYF. The MHC is BoLA-D18.4 with pseudo-sequence BoLA-D18.4. The binding affinity (normalized) is 0.898.